This data is from NCI-60 drug combinations with 297,098 pairs across 59 cell lines. The task is: Regression. Given two drug SMILES strings and cell line genomic features, predict the synergy score measuring deviation from expected non-interaction effect. (1) Drug 1: CC1C(C(CC(O1)OC2CC(OC(C2O)C)OC3=CC4=CC5=C(C(=O)C(C(C5)C(C(=O)C(C(C)O)O)OC)OC6CC(C(C(O6)C)O)OC7CC(C(C(O7)C)O)OC8CC(C(C(O8)C)O)(C)O)C(=C4C(=C3C)O)O)O)O. Drug 2: COC1=C2C(=CC3=C1OC=C3)C=CC(=O)O2. Cell line: HCT-15. Synergy scores: CSS=5.68, Synergy_ZIP=1.46, Synergy_Bliss=-1.29, Synergy_Loewe=-35.3, Synergy_HSA=-2.90. (2) Synergy scores: CSS=44.4, Synergy_ZIP=8.19, Synergy_Bliss=8.39, Synergy_Loewe=1.41, Synergy_HSA=7.58. Drug 1: CCCS(=O)(=O)NC1=C(C(=C(C=C1)F)C(=O)C2=CNC3=C2C=C(C=N3)C4=CC=C(C=C4)Cl)F. Drug 2: COC1=C(C=C2C(=C1)N=CN=C2NC3=CC(=C(C=C3)F)Cl)OCCCN4CCOCC4. Cell line: OVCAR3. (3) Cell line: SK-MEL-28. Synergy scores: CSS=17.0, Synergy_ZIP=17.3, Synergy_Bliss=21.3, Synergy_Loewe=17.8, Synergy_HSA=17.4. Drug 2: CC1C(C(=O)NC(C(=O)N2CCCC2C(=O)N(CC(=O)N(C(C(=O)O1)C(C)C)C)C)C(C)C)NC(=O)C3=C4C(=C(C=C3)C)OC5=C(C(=O)C(=C(C5=N4)C(=O)NC6C(OC(=O)C(N(C(=O)CN(C(=O)C7CCCN7C(=O)C(NC6=O)C(C)C)C)C)C(C)C)C)N)C. Drug 1: CN1CCC(CC1)COC2=C(C=C3C(=C2)N=CN=C3NC4=C(C=C(C=C4)Br)F)OC. (4) Drug 1: COC1=NC(=NC2=C1N=CN2C3C(C(C(O3)CO)O)O)N. Drug 2: C1=NC(=NC(=O)N1C2C(C(C(O2)CO)O)O)N. Cell line: NCI-H522. Synergy scores: CSS=22.3, Synergy_ZIP=-4.78, Synergy_Bliss=-1.19, Synergy_Loewe=-47.0, Synergy_HSA=-8.11. (5) Drug 1: C1=NC2=C(N=C(N=C2N1C3C(C(C(O3)CO)O)O)F)N. Drug 2: C1CC(=O)NC(=O)C1N2C(=O)C3=CC=CC=C3C2=O. Cell line: MCF7. Synergy scores: CSS=-0.851, Synergy_ZIP=0.333, Synergy_Bliss=-0.860, Synergy_Loewe=-1.69, Synergy_HSA=-2.25. (6) Drug 1: CC1=CC2C(CCC3(C2CCC3(C(=O)C)OC(=O)C)C)C4(C1=CC(=O)CC4)C. Drug 2: C1=CC(=CC=C1C#N)C(C2=CC=C(C=C2)C#N)N3C=NC=N3. Cell line: KM12. Synergy scores: CSS=2.84, Synergy_ZIP=-2.25, Synergy_Bliss=-1.25, Synergy_Loewe=3.46, Synergy_HSA=0.0143. (7) Drug 1: CC1=C(C=C(C=C1)NC2=NC=CC(=N2)N(C)C3=CC4=NN(C(=C4C=C3)C)C)S(=O)(=O)N.Cl. Drug 2: C1=NC2=C(N=C(N=C2N1C3C(C(C(O3)CO)O)O)F)N. Cell line: T-47D. Synergy scores: CSS=-0.996, Synergy_ZIP=-0.945, Synergy_Bliss=-1.32, Synergy_Loewe=-3.26, Synergy_HSA=-2.34. (8) Drug 1: C1CCC(C1)C(CC#N)N2C=C(C=N2)C3=C4C=CNC4=NC=N3. Drug 2: COCCOC1=C(C=C2C(=C1)C(=NC=N2)NC3=CC=CC(=C3)C#C)OCCOC.Cl. Cell line: RPMI-8226. Synergy scores: CSS=6.36, Synergy_ZIP=3.12, Synergy_Bliss=7.65, Synergy_Loewe=1.75, Synergy_HSA=2.57. (9) Drug 1: C1=CC(=CC=C1C#N)C(C2=CC=C(C=C2)C#N)N3C=NC=N3. Drug 2: C1=CN(C(=O)N=C1N)C2C(C(C(O2)CO)O)O.Cl. Cell line: TK-10. Synergy scores: CSS=25.1, Synergy_ZIP=-2.42, Synergy_Bliss=3.41, Synergy_Loewe=-8.12, Synergy_HSA=-2.23.